From a dataset of Reaction yield outcomes from USPTO patents with 853,638 reactions. Predict the reaction yield, written as a fraction of the theoretical maximum amount of product (1.0 means a 100% yield; for example, 0.34 means a 34% yield). (1) The reactants are [OH:1][C@H:2]1[CH2:6][N:5](C(OC(C)(C)C)=O)[C@H:4]([C:14](=[O:29])[NH:15][CH2:16][C:17]2[CH:22]=[CH:21][C:20]([C:23]3[S:27][CH:26]=[N:25][C:24]=3[CH3:28])=[CH:19][CH:18]=2)[CH2:3]1.[ClH:30].O1CCOCC1. The catalyst is CO.ClCCl. The product is [ClH:30].[OH:1][C@H:2]1[CH2:6][NH:5][C@H:4]([C:14]([NH:15][CH2:16][C:17]2[CH:18]=[CH:19][C:20]([C:23]3[S:27][CH:26]=[N:25][C:24]=3[CH3:28])=[CH:21][CH:22]=2)=[O:29])[CH2:3]1. The yield is 0.990. (2) The catalyst is [Ni].CO. The reactants are [OH:1][CH2:2][CH2:3][N:4]1[C:12]2[C:7](=[CH:8][C:9]([N+:13]([O-])=O)=[CH:10][CH:11]=2)[CH:6]=[C:5]1[C:16]([CH3:21])([CH3:20])[CH2:17][CH2:18][OH:19]. The product is [NH2:13][C:9]1[CH:8]=[C:7]2[C:12](=[CH:11][CH:10]=1)[N:4]([CH2:3][CH2:2][OH:1])[C:5]([C:16]([CH3:21])([CH3:20])[CH2:17][CH2:18][OH:19])=[CH:6]2. The yield is 0.260. (3) The reactants are [NH:1]1[CH2:9][CH2:8][CH:4]([C:5]([OH:7])=[O:6])[CH2:3][CH2:2]1.C(=O)([O-])[O-].[Na+].[Na+].[C:16](O[C:16]([O:18][C:19]([CH3:22])([CH3:21])[CH3:20])=[O:17])([O:18][C:19]([CH3:22])([CH3:21])[CH3:20])=[O:17]. The catalyst is O.O1CCOCC1. The product is [C:16]([N:1]1[CH2:9][CH2:8][CH:4]([C:5]([OH:7])=[O:6])[CH2:3][CH2:2]1)([O:18][C:19]([CH3:22])([CH3:21])[CH3:20])=[O:17]. The yield is 0.540. (4) The reactants are [C:1]([C:3]1[CH:4]=[C:5]([NH:9][C:10]([N:12]2[CH2:17][CH2:16][N:15]([C:18](=[O:26])[C:19]3[CH:24]=[CH:23][CH:22]=[C:21]([F:25])[CH:20]=3)[CH2:14][CH2:13]2)=[O:11])[CH:6]=[CH:7][CH:8]=1)#[N:2].C([O-])([O-])=[O:28].[K+].[K+].C(N)(N)=O.OO. The catalyst is CC(C)=O.O. The product is [C:1]([C:3]1[CH:4]=[C:5]([NH:9][C:10]([N:12]2[CH2:13][CH2:14][N:15]([C:18](=[O:26])[C:19]3[CH:24]=[CH:23][CH:22]=[C:21]([F:25])[CH:20]=3)[CH2:16][CH2:17]2)=[O:11])[CH:6]=[CH:7][CH:8]=1)(=[O:28])[NH2:2]. The yield is 0.850.